From a dataset of Forward reaction prediction with 1.9M reactions from USPTO patents (1976-2016). Predict the product of the given reaction. Given the reactants [NH2:1][CH2:2][C:3]([O:5][CH2:6][CH3:7])=[O:4].[C:8](Cl)(=[O:15])[C:9]1[CH:14]=[CH:13][CH:12]=[CH:11][CH:10]=1, predict the reaction product. The product is: [CH2:6]([O:5][C:3](=[O:4])[CH2:2][NH:1][C:8](=[O:15])[C:9]1[CH:14]=[CH:13][CH:12]=[CH:11][CH:10]=1)[CH3:7].